Dataset: Peptide-MHC class I binding affinity with 185,985 pairs from IEDB/IMGT. Task: Regression. Given a peptide amino acid sequence and an MHC pseudo amino acid sequence, predict their binding affinity value. This is MHC class I binding data. (1) The peptide sequence is HPGFTILAL. The MHC is HLA-B53:01 with pseudo-sequence HLA-B53:01. The binding affinity (normalized) is 1.00. (2) The MHC is HLA-A02:06 with pseudo-sequence HLA-A02:06. The peptide sequence is KIMSGEKPSV. The binding affinity (normalized) is 0.154. (3) The peptide sequence is HSDTHGLYW. The MHC is HLA-B39:01 with pseudo-sequence HLA-B39:01. The binding affinity (normalized) is 0.0847. (4) The MHC is HLA-A03:01 with pseudo-sequence HLA-A03:01. The peptide sequence is PLSRLFYPK. The binding affinity (normalized) is 0.401. (5) The peptide sequence is STFAASGPF. The MHC is HLA-B48:01 with pseudo-sequence HLA-B48:01. The binding affinity (normalized) is 0.0847.